From a dataset of Reaction yield outcomes from USPTO patents with 853,638 reactions. Predict the reaction yield, written as a fraction of the theoretical maximum amount of product (1.0 means a 100% yield; for example, 0.34 means a 34% yield). (1) The reactants are Cl[C:2]1[N:6]=[C:5]([N:7]2[CH2:12][CH2:11][CH:10]([NH:13][C:14](=[O:20])[O:15][C:16]([CH3:19])([CH3:18])[CH3:17])[CH2:9][CH2:8]2)[S:4][N:3]=1.[CH3:21][N:22](C=O)[CH3:23]. No catalyst specified. The product is [CH3:21][N:22]([CH3:23])[C:2]1[N:6]=[C:5]([N:7]2[CH2:12][CH2:11][CH:10]([NH:13][C:14](=[O:20])[O:15][C:16]([CH3:19])([CH3:18])[CH3:17])[CH2:9][CH2:8]2)[S:4][N:3]=1. The yield is 0.940. (2) The reactants are Cl[C:2]1[CH:7]=[C:6]([Cl:8])[N:5]=[CH:4][N:3]=1.[N+:9]([C:12]1[CH:13]=[C:14](B(O)O)[CH:15]=[CH:16][CH:17]=1)([O-:11])=[O:10].C(COC)OC.C([O-])(O)=O.[Na+]. The catalyst is Cl[Pd](Cl)([P](C1C=CC=CC=1)(C1C=CC=CC=1)C1C=CC=CC=1)[P](C1C=CC=CC=1)(C1C=CC=CC=1)C1C=CC=CC=1.O. The product is [Cl:8][C:6]1[CH:7]=[C:2]([C:16]2[CH:15]=[CH:14][CH:13]=[C:12]([N+:9]([O-:11])=[O:10])[CH:17]=2)[N:3]=[CH:4][N:5]=1. The yield is 0.860. (3) The reactants are [CH3:1][C:2]1[S:11][C:10]2[NH:9][C:8]3[CH:12]=[CH:13][CH:14]=[CH:15][C:7]=3[NH:6][C:5](=S)[C:4]=2[CH:3]=1.[C:17]1([S:23][CH2:24][CH2:25][C@H:26]2[CH2:31][NH:30][CH2:29][CH2:28][NH:27]2)[CH:22]=[CH:21][CH:20]=[CH:19][CH:18]=1. The catalyst is N1C=CC=CC=1. The product is [C:17]1([S:23][CH2:24][CH2:25][C@@H:26]2[NH:27][CH2:28][CH2:29][N:30]([C:5]3[C:4]4[CH:3]=[C:2]([CH3:1])[S:11][C:10]=4[NH:9][C:8]4[CH:12]=[CH:13][CH:14]=[CH:15][C:7]=4[N:6]=3)[CH2:31]2)[CH:18]=[CH:19][CH:20]=[CH:21][CH:22]=1. The yield is 0.160. (4) The reactants are [N:1]1[C:2]([C:10]([O-:12])=[O:11])=[CH:3][N:4]2[CH:9]=[CH:8][CH:7]=[N:6][C:5]=12.[OH-].[K+]. The catalyst is C(O)C. The product is [N:1]1[C:2]([C:10]([OH:12])=[O:11])=[CH:3][N:4]2[CH:9]=[CH:8][CH:7]=[N:6][C:5]=12. The yield is 0.830. (5) The reactants are [NH2:1][C:2]1[CH:10]=[C:9]([O:11][CH2:12][C:13]2[CH:18]=[CH:17][CH:16]=[CH:15][CH:14]=2)[CH:8]=[CH:7][C:3]=1[C:4]([NH2:6])=[O:5].[F:19][C:20]1[CH:25]=[CH:24][C:23]([CH:26]2[O:30]C(=O)[O:28][C:27]2=O)=[CH:22][CH:21]=1. The catalyst is C1COCC1. The product is [CH2:12]([O:11][C:9]1[CH:8]=[CH:7][C:3]([C:4]([NH2:6])=[O:5])=[C:2]([NH:1][C:27](=[O:28])[CH:26]([C:23]2[CH:24]=[CH:25][C:20]([F:19])=[CH:21][CH:22]=2)[OH:30])[CH:10]=1)[C:13]1[CH:18]=[CH:17][CH:16]=[CH:15][CH:14]=1. The yield is 0.640. (6) The reactants are [C:1]([O-:6])(=[O:5])[CH:2]([CH3:4])[CH3:3].C[N+](C)(C)C.C(O)(=O)C(C)C.[C:18](=[O:28])([S:26][CH3:27])[O:19][O:20][CH:21](Cl)[CH:22]([CH3:24])[CH3:23]. The catalyst is CCOC(C)=O. The product is [C:18](=[O:28])([S:26][CH3:27])[O:19][O:20][CH:21]([O:6][C:1](=[O:5])[CH:2]([CH3:4])[CH3:3])[CH:22]([CH3:24])[CH3:23]. The yield is 0.650.